This data is from Forward reaction prediction with 1.9M reactions from USPTO patents (1976-2016). The task is: Predict the product of the given reaction. (1) Given the reactants [C:1]12([CH2:11][NH:12][C:13](=[O:23])[C:14]3[C:19]([Cl:20])=[CH:18][N:17]=[C:16]([CH:21]=C)[CH:15]=3)[CH2:10][CH:5]3[CH2:6][CH:7]([CH2:9][CH:3]([CH2:4]3)[CH2:2]1)[CH2:8]2.C(O)(=[O:26])C, predict the reaction product. The product is: [C:1]12([CH2:11][NH:12][C:13](=[O:23])[C:14]3[C:19]([Cl:20])=[CH:18][N:17]=[C:16]([CH:21]=[O:26])[CH:15]=3)[CH2:8][CH:7]3[CH2:6][CH:5]([CH2:4][CH:3]([CH2:9]3)[CH2:2]1)[CH2:10]2. (2) Given the reactants [Cl:1][C:2]1[CH:24]=[CH:23][C:5]([CH2:6][NH:7][C:8]([C:10]2[CH:19]=[CH:18][C:13]([C:14]([O:16]C)=O)=[C:12]([N:20]=[C:21]=[S:22])[CH:11]=2)=[O:9])=[CH:4][CH:3]=1.[H-].[Na+].[N:27]1[CH:32]=[CH:31][N:30]=[CH:29][C:28]=1[NH2:33], predict the reaction product. The product is: [Cl:1][C:2]1[CH:3]=[CH:4][C:5]([CH2:6][NH:7][C:8]([C:10]2[CH:11]=[C:12]3[C:13]([C:14](=[O:16])[N:33]([C:28]4[CH:29]=[N:30][CH:31]=[CH:32][N:27]=4)[C:21](=[S:22])[NH:20]3)=[CH:18][CH:19]=2)=[O:9])=[CH:23][CH:24]=1.